This data is from Peptide-MHC class II binding affinity with 134,281 pairs from IEDB. The task is: Regression. Given a peptide amino acid sequence and an MHC pseudo amino acid sequence, predict their binding affinity value. This is MHC class II binding data. The peptide sequence is LVGPTPVNIIGRNLLTQLGC. The MHC is H-2-IAd with pseudo-sequence H-2-IAd. The binding affinity (normalized) is 0.446.